This data is from Full USPTO retrosynthesis dataset with 1.9M reactions from patents (1976-2016). The task is: Predict the reactants needed to synthesize the given product. Given the product [CH3:10][C:4]1[C:5]([C:8]#[N:9])=[N:6][CH:7]=[C:2]([B:11]2[O:15][C:14]([CH3:17])([CH3:16])[C:13]([CH3:19])([CH3:18])[O:12]2)[CH:3]=1, predict the reactants needed to synthesize it. The reactants are: Br[C:2]1[CH:3]=[C:4]([CH3:10])[C:5]([C:8]#[N:9])=[N:6][CH:7]=1.[B:11]1([B:11]2[O:15][C:14]([CH3:17])([CH3:16])[C:13]([CH3:19])([CH3:18])[O:12]2)[O:15][C:14]([CH3:17])([CH3:16])[C:13]([CH3:19])([CH3:18])[O:12]1.C([O-])(=O)C.[K+].